From a dataset of Full USPTO retrosynthesis dataset with 1.9M reactions from patents (1976-2016). Predict the reactants needed to synthesize the given product. (1) Given the product [CH3:13][CH:14]([CH3:33])[CH:15]([C:27]1[CH:28]=[CH:29][CH:30]=[CH:31][CH:32]=1)[C:16]([NH:18][C@@H:19]1[C@@H:26]2[C@@H:22]([CH2:23][N:24]([CH2:35][CH2:34][CH2:39][C:8]3[CH:9]=[CH:10][C:3]([C:2]([F:1])([F:11])[F:12])=[CH:4][CH:5]=3)[CH2:25]2)[CH2:21][CH2:20]1)=[O:17], predict the reactants needed to synthesize it. The reactants are: [F:1][C:2]([F:12])([F:11])[C:3]1[CH:4]=[C:5]([CH:8]=[CH:9][CH:10]=1)C=O.[CH3:13][CH:14]([CH3:33])[CH:15]([C:27]1[CH:32]=[CH:31][CH:30]=[CH:29][CH:28]=1)[C:16]([NH:18][C@@H:19]1[C@@H:26]2[C@@H:22]([CH2:23][NH:24][CH2:25]2)[CH2:21][CH2:20]1)=[O:17].[CH:34]1(C(C2CCCCC2)C(N[C@@H]2[C@H]3[C@H](CNC3)CC2)=O)[CH2:39]CCC[CH2:35]1. (2) Given the product [N:27]1[C:36]2[C:31](=[CH:32][CH:33]=[CH:34][CH:35]=2)[C:30]([N:37]2[C:5]([C:7]3[C:12](=[O:13])[CH:11]=[CH:10][N:9]([C:14]4[CH:19]=[CH:18][C:17]([O:20][CH2:21][C:22]([F:25])([F:23])[F:24])=[CH:16][CH:15]=4)[N:8]=3)=[CH:4][CH:3]=[N:38]2)=[CH:29][CH:28]=1, predict the reactants needed to synthesize it. The reactants are: CN(C)/[CH:3]=[CH:4]/[C:5]([C:7]1[C:12](=[O:13])[CH:11]=[CH:10][N:9]([C:14]2[CH:19]=[CH:18][C:17]([O:20][CH2:21][C:22]([F:25])([F:24])[F:23])=[CH:16][CH:15]=2)[N:8]=1)=O.[N:27]1[C:36]2[C:31](=[CH:32][CH:33]=[CH:34][CH:35]=2)[C:30]([NH:37][NH2:38])=[CH:29][CH:28]=1. (3) Given the product [C:1]([O:5][C:6]([N:8]1[C:12]2[C:11](=[CH:20][CH:19]=[C:18]3[CH:41]=[CH:40][C:15]([Cl:21])=[CH:14][C:13]3=2)[C:10]([C:22]([O:24][C:25]([CH3:27])([CH3:26])[CH3:28])=[O:23])=[C:9]1[CH2:29][N:32]([CH3:31])[NH2:33])=[O:7])([CH3:2])([CH3:3])[CH3:4], predict the reactants needed to synthesize it. The reactants are: [C:1]([O:5][C:6]([N:8]1[C:12]2=[C:13]3[C:18](=[CH:19][CH:20]=[C:11]2[C:10]([C:22]([O:24][C:25]([CH3:28])([CH3:27])[CH3:26])=[O:23])=[C:9]1[CH2:29]Br)C=N[C:15]([Cl:21])=[CH:14]3)=[O:7])([CH3:4])([CH3:3])[CH3:2].[CH3:31][NH:32][NH2:33].C([O-])(O)=O.[Na+].O1CCO[CH2:41][CH2:40]1. (4) The reactants are: C([N:8]1[CH2:12][CH2:11][C@H:10]([N:13]([C:24]2[CH:29]=[CH:28][CH:27]=[C:26]([F:30])[CH:25]=2)[C:14]2[CH:19]=[CH:18][C:17]([C:20]([F:23])([F:22])[F:21])=[CH:16][CH:15]=2)[CH2:9]1)C1C=CC=CC=1.ClC(OC(Cl)C)=O.[C:38]([OH:45])(=[O:44])/[CH:39]=[CH:40]/[C:41]([OH:43])=[O:42]. Given the product [C:38]([OH:45])(=[O:44])/[CH:39]=[CH:40]/[C:41]([OH:43])=[O:42].[C:38]([OH:45])(=[O:44])/[CH:39]=[CH:40]/[C:41]([OH:43])=[O:42].[F:30][C:26]1[CH:25]=[C:24]([N:13]([C@H:10]2[CH2:11][CH2:12][NH:8][CH2:9]2)[C:14]2[CH:19]=[CH:18][C:17]([C:20]([F:21])([F:23])[F:22])=[CH:16][CH:15]=2)[CH:29]=[CH:28][CH:27]=1, predict the reactants needed to synthesize it.